From a dataset of Reaction yield outcomes from USPTO patents with 853,638 reactions. Predict the reaction yield, written as a fraction of the theoretical maximum amount of product (1.0 means a 100% yield; for example, 0.34 means a 34% yield). The reactants are [CH2:1]([NH:3][CH2:4][CH3:5])[CH3:2].C(N(CC)CC)C.[S:13]1[CH:17]=[CH:16][CH:15]=[C:14]1[C:18](Cl)=[O:19]. The catalyst is C(Cl)Cl. The product is [CH2:1]([N:3]([CH2:4][CH3:5])[C:18]([C:14]1[S:13][CH:17]=[CH:16][CH:15]=1)=[O:19])[CH3:2]. The yield is 0.870.